From a dataset of Drug-target binding data from BindingDB using IC50 measurements. Regression. Given a target protein amino acid sequence and a drug SMILES string, predict the binding affinity score between them. We predict pIC50 (pIC50 = -log10(IC50 in M); higher means more potent). Dataset: bindingdb_ic50. (1) The small molecule is O=c1cc(-c2ccccc2)[nH]c(=O)n1O. The target protein (P24855) has sequence MRGMKLLGALLALAALLQGAVSLKIAAFNIQTFGETKMSNATLVSYIVQILSRYDIALVQEVRDSHLTAVGKLLDNLNQDAPDTYHYVVSEPLGRNSYKERYLFVYRPDQVSAVDSYYYDDGCEPCGNDTFNREPAIVRFFSRFTEVREFAIVPLHAAPGDAVAEIDALYDVYLDVQEKWGLEDVMLMGDFNAGCSYVRPSQWSSIRLWTSPTFQWLIPDSADTTATPTHCAYDRIVVAGMLLRGAVVPDSALPFNFQAAYGLSDQLAQAISDHYPVEVMLK. The pIC50 is 4.0. (2) The small molecule is NCCCOc1c(Cl)cc(Cl)cc1CC(N=O)C(=O)NCCc1c[nH]c2ccccc12. The target protein (P38650) has sequence MSETGGGEDGSAGLEVSAVQNVADVSVLQKHLRKLVPLLLEDGGDAPAALEAALEEKSALEQMRKFLSDPQVHTVLVERSTLKEDVGDEGEEEKEFISYNINIDIHYGVKSNSLAFIKRAPVIDADKPVSSQLRVLTLSEDSPYETLHSFISNAVAPFFKSYIRESGKADRDGDKMAPSVEKKIAELEMGLLHLQQNIEIPEISLPIHPIITNVAKQCYERGEKPKVTDFGDKVEDPTFLNQLQSGVNRWIREIQKVTKLDRDPASGTALQEISFWLNLERALYRIQEKRESPEVLLTLDILKHGKRFHATVSFDTDTGLKQALETVNDYNPLMKDFPLNDLLSATELDKIRQALVAIFTHLRKIRNTKYPIQRALRLVEAISRDLSSQLLKVLGTRKLMHVAYEEFEKVMVACFEVFQTWDDEYEKLQVLLRDIVKRKREENLKMVWRINPAHRKLQARLDQMRKFRRQHEQLRAVIVRVLRPQVTAVAQQNQGEAPEP.... The pIC50 is 4.3.